From a dataset of Full USPTO retrosynthesis dataset with 1.9M reactions from patents (1976-2016). Predict the reactants needed to synthesize the given product. (1) Given the product [I:14][C:15]1[CH:4]=[C:3]([O:2][CH3:1])[N:23]2[CH:20]=[CH:19][N:18]=[C:17]2[CH:16]=1, predict the reactants needed to synthesize it. The reactants are: [CH3:1][O:2][CH:3](OC)[CH2:4]Br.Cl.C(=O)(O)[O-].[Na+].[I:14][C:15]1[CH:20]=[C:19](OC)[N:18]=[C:17]([NH2:23])[CH:16]=1. (2) Given the product [Br:43][C:16]1[C:15]([O:18][CH2:19][C@@H:20]([N:25]2[C:26](=[O:35])[C:27]3[C:32](=[CH:31][CH:30]=[CH:29][CH:28]=3)[C:33]2=[O:34])[CH2:21][CH:22]([CH3:24])[CH3:23])=[CH:14][C:8]2[N:9]([CH3:13])[C:10](=[O:12])[C:11]3[C:6]([C:7]=2[CH:17]=1)=[CH:5][CH:4]=[N:3][C:2]=3[CH3:1], predict the reactants needed to synthesize it. The reactants are: [CH3:1][C:2]1[N:3]=[CH:4][CH:5]=[C:6]2[C:11]=1[C:10](=[O:12])[N:9]([CH3:13])[C:8]1[CH:14]=[C:15]([O:18][CH2:19][C@@H:20]([N:25]3[C:33](=[O:34])[C:32]4[C:27](=[CH:28][CH:29]=[CH:30][CH:31]=4)[C:26]3=[O:35])[CH2:21][CH:22]([CH3:24])[CH3:23])[CH:16]=[CH:17][C:7]2=1.C1C(=O)N([Br:43])C(=O)C1. (3) Given the product [CH:29]([C:23]1[CH:22]=[C:21]([CH:26]=[CH:25][C:24]=1[OH:27])[O:20][C:16]1[C:15]([Cl:33])=[CH:14][C:13]([N:6]([CH2:7][C:8]([OH:10])=[O:9])[CH2:5][C:4]([OH:34])=[O:3])=[CH:18][C:17]=1[Cl:19])([CH2:31][CH3:32])[CH3:30], predict the reactants needed to synthesize it. The reactants are: C([O:3][C:4](=[O:34])[CH2:5][N:6]([C:13]1[CH:18]=[C:17]([Cl:19])[C:16]([O:20][C:21]2[CH:26]=[CH:25][C:24]([O:27]C)=[C:23]([CH:29]([CH2:31][CH3:32])[CH3:30])[CH:22]=2)=[C:15]([Cl:33])[CH:14]=1)[CH2:7][C:8]([O:10]CC)=[O:9])C.B(Br)(Br)Br. (4) Given the product [F:1][C:2]1[CH:7]=[CH:6][CH:5]=[CH:4][C:3]=1[C:8]1[C:9]2[CH:21]=[CH:20][C:19](=[O:22])[N:18]([CH:23]([CH3:25])[CH3:24])[C:10]=2[N:11]=[C:12]([NH:26][CH:27]([CH2:30][OH:31])[CH2:28][OH:29])[N:13]=1, predict the reactants needed to synthesize it. The reactants are: [F:1][C:2]1[CH:7]=[CH:6][CH:5]=[CH:4][C:3]=1[C:8]1[C:9]2[CH:21]=[CH:20][C:19](=[O:22])[N:18]([CH:23]([CH3:25])[CH3:24])[C:10]=2[N:11]=[C:12](S(C)(=O)=O)[N:13]=1.[NH2:26][CH:27]([CH2:30][OH:31])[CH2:28][OH:29]. (5) Given the product [Cl:55][C:52]1[CH:53]=[CH:54][C:49]([C:47]2[C:46]3[CH:56]=[C:57]([O:60][CH3:61])[CH:58]=[CH:59][C:45]=3[N:44]3[C:62]([CH3:65])=[N:63][N:64]=[C:43]3[C@H:42]([CH2:41][C:40]([NH:39][CH2:38][CH2:37][NH:36][C:12](=[O:14])/[CH:11]=[CH:10]/[C:7]3[CH:6]=[CH:5][C:4]([B:1]([OH:2])[OH:3])=[CH:9][CH:8]=3)=[O:66])[N:48]=2)=[CH:50][CH:51]=1, predict the reactants needed to synthesize it. The reactants are: [B:1]([C:4]1[CH:9]=[CH:8][C:7]([CH:10]=[CH:11][C:12]([OH:14])=O)=[CH:6][CH:5]=1)([OH:3])[OH:2].CCN=C=NCCCN(C)C.C1C=CC2N(O)N=NC=2C=1.[NH2:36][CH2:37][CH2:38][NH:39][C:40](=[O:66])[CH2:41][C@@H:42]1[N:48]=[C:47]([C:49]2[CH:54]=[CH:53][C:52]([Cl:55])=[CH:51][CH:50]=2)[C:46]2[CH:56]=[C:57]([O:60][CH3:61])[CH:58]=[CH:59][C:45]=2[N:44]2[C:62]([CH3:65])=[N:63][N:64]=[C:43]12. (6) Given the product [F:11][C:8]1[N:7]=[CH:6][C:5]([CH:3]([OH:4])[CH:2]([NH:1][C:37]([C:30]2[C:31]3[C:36](=[CH:35][CH:34]=[CH:33][CH:32]=3)[C:27]([F:26])=[CH:28][CH:29]=2)=[O:38])[CH2:12][C:13]2[CH:18]=[CH:17][CH:16]=[C:15]([O:19][C:20]([F:24])([F:25])[CH:21]([F:22])[F:23])[CH:14]=2)=[CH:10][CH:9]=1, predict the reactants needed to synthesize it. The reactants are: [NH2:1][CH:2]([CH2:12][C:13]1[CH:18]=[CH:17][CH:16]=[C:15]([O:19][C:20]([F:25])([F:24])[CH:21]([F:23])[F:22])[CH:14]=1)[CH:3]([C:5]1[CH:6]=[N:7][C:8]([F:11])=[CH:9][CH:10]=1)[OH:4].[F:26][C:27]1[C:36]2[C:31](=[CH:32][CH:33]=[CH:34][CH:35]=2)[C:30]([C:37](O)=[O:38])=[CH:29][CH:28]=1.Cl.C(N=C=NCCCN(C)C)C.ON1C2C=CC=CC=2N=N1. (7) Given the product [CH2:1]([O:3][C:4]([C:5]1[C:7]2[C:8]([OH:21])=[CH:9][CH:10]=[CH:11][C:12]=2[O:36][C:24]=1[C:25](=[O:26])[C:27]1[CH:32]=[CH:31][C:30]([Cl:33])=[CH:29][C:28]=1[Cl:34])=[O:22])[CH3:2], predict the reactants needed to synthesize it. The reactants are: [CH2:1]([O:3][C:4](=[O:22])[C:5]([C:7]1[CH:12]=[CH:11][C:10](O[Si](C(C)(C)C)(C)C)=[CH:9][C:8]=1[OH:21])=O)[CH3:2].Cl[CH2:24][C:25]([C:27]1[CH:32]=[CH:31][C:30]([Cl:33])=[CH:29][C:28]=1[Cl:34])=[O:26].C(=O)([O-])[O-:36].[K+].[K+].C(OCC)(=O)C.